The task is: Regression/Classification. Given a drug SMILES string, predict its toxicity properties. Task type varies by dataset: regression for continuous values (e.g., LD50, hERG inhibition percentage) or binary classification for toxic/non-toxic outcomes (e.g., AMES mutagenicity, cardiotoxicity, hepatotoxicity). Dataset: herg_karim.. This data is from hERG potassium channel inhibition data for cardiac toxicity prediction from Karim et al.. The compound is CCN1CCC(n2cc(CNc3cc(Cl)c4ncc(C#N)c(Nc5ccc(F)c(Cl)c5)c4c3)nn2)CC1. The result is 0 (non-blocker).